Dataset: NCI-60 drug combinations with 297,098 pairs across 59 cell lines. Task: Regression. Given two drug SMILES strings and cell line genomic features, predict the synergy score measuring deviation from expected non-interaction effect. (1) Cell line: HT29. Drug 1: CCC1=CC2CC(C3=C(CN(C2)C1)C4=CC=CC=C4N3)(C5=C(C=C6C(=C5)C78CCN9C7C(C=CC9)(C(C(C8N6C)(C(=O)OC)O)OC(=O)C)CC)OC)C(=O)OC.C(C(C(=O)O)O)(C(=O)O)O. Drug 2: C1=NC2=C(N1)C(=S)N=C(N2)N. Synergy scores: CSS=52.4, Synergy_ZIP=-4.37, Synergy_Bliss=-9.75, Synergy_Loewe=-9.94, Synergy_HSA=-6.37. (2) Drug 1: CCC1(CC2CC(C3=C(CCN(C2)C1)C4=CC=CC=C4N3)(C5=C(C=C6C(=C5)C78CCN9C7C(C=CC9)(C(C(C8N6C=O)(C(=O)OC)O)OC(=O)C)CC)OC)C(=O)OC)O.OS(=O)(=O)O. Drug 2: C1=NNC2=C1C(=O)NC=N2. Cell line: NCI-H522. Synergy scores: CSS=-1.67, Synergy_ZIP=0.787, Synergy_Bliss=1.04, Synergy_Loewe=-1.35, Synergy_HSA=-1.19.